This data is from Full USPTO retrosynthesis dataset with 1.9M reactions from patents (1976-2016). The task is: Predict the reactants needed to synthesize the given product. (1) Given the product [N:1]1[C:8]([Cl:9])=[N:7][C:5]([Cl:6])=[N:4][C:2]=1[Cl:3].[Cl:3][C:2]1[N:4]=[C:5]([C:21]2[CH:20]=[CH:19][C:18]([CH3:22])=[CH:17][C:16]=2[CH3:23])[N:7]=[C:8]([C:21]2[CH:20]=[CH:19][C:18]([CH3:22])=[CH:17][C:16]=2[CH3:23])[N:1]=1.[CH3:23][C:16]1[CH:17]=[C:18]([CH3:22])[CH:19]=[CH:20][C:21]=1[C:2]1[N:4]=[C:5]([C:21]2[CH:20]=[CH:19][C:18]([CH3:22])=[CH:17][C:16]=2[CH3:23])[N:7]=[C:8]([C:21]2[CH:20]=[CH:19][C:18]([CH3:22])=[CH:17][C:16]=2[CH3:23])[N:1]=1, predict the reactants needed to synthesize it. The reactants are: [N:1]1[C:8]([Cl:9])=[N:7][C:5]([Cl:6])=[N:4][C:2]=1[Cl:3].[Cl-].[Al+3].[Cl-].[Cl-].[OH-].[Na+].[C:16]1([CH3:23])[CH:21]=[CH:20][CH:19]=[C:18]([CH3:22])[CH:17]=1. (2) Given the product [C:17]([O:21][C:22]([N:24]1[CH2:29][CH2:28][CH:27]([O:10][C:5]2[CH:6]=[CH:7][CH:8]=[CH:9][C:4]=2[N+:1]([O-:3])=[O:2])[CH2:26][CH2:25]1)=[O:23])([CH3:20])([CH3:18])[CH3:19], predict the reactants needed to synthesize it. The reactants are: [N+:1]([C:4]1[CH:9]=[CH:8][CH:7]=[CH:6][C:5]=1[OH:10])([O-:3])=[O:2].C(=O)([O-])[O-].[Cs+].[Cs+].[C:17]([O:21][C:22]([N:24]1[CH2:29][CH2:28][CH:27](OS(C)(=O)=O)[CH2:26][CH2:25]1)=[O:23])([CH3:20])([CH3:19])[CH3:18]. (3) Given the product [CH2:1]([O:3][C:4](=[O:37])[CH2:5][C:6]1[CH:7]=[C:8]([C:13]2[CH:18]=[CH:17][C:16]([C:19]([F:21])([F:22])[F:20])=[CH:15][C:14]=2[CH2:23][N:24]([CH2:35][CH3:36])[C:25]([NH:27][CH2:28][C:29]2[CH:30]=[CH:31][CH:32]=[CH:33][CH:34]=2)=[O:26])[C:9]([O:12][S:45]([C:48]([F:51])([F:50])[F:49])(=[O:47])=[O:46])=[CH:10][CH:11]=1)[CH3:2], predict the reactants needed to synthesize it. The reactants are: [CH2:1]([O:3][C:4](=[O:37])[CH2:5][C:6]1[CH:7]=[C:8]([C:13]2[CH:18]=[CH:17][C:16]([C:19]([F:22])([F:21])[F:20])=[CH:15][C:14]=2[CH2:23][N:24]([CH2:35][CH3:36])[C:25]([NH:27][CH2:28][C:29]2[CH:34]=[CH:33][CH:32]=[CH:31][CH:30]=2)=[O:26])[C:9]([OH:12])=[CH:10][CH:11]=1)[CH3:2].C1C=CC(N([S:45]([C:48]([F:51])([F:50])[F:49])(=[O:47])=[O:46])[S:45]([C:48]([F:51])([F:50])[F:49])(=[O:47])=[O:46])=CC=1. (4) Given the product [F:17][C:14]1[CH:13]=[CH:12][CH:11]=[C:10]2[C:15]=1[CH:16]=[C:8]([C:6]1[C:5]([CH:18]=[C:19]([CH3:21])[CH3:20])=[CH:4][N:3]=[C:2]([C:39]3[C:40]([N:42]([CH3:47])[S:43]([CH3:46])(=[O:45])=[O:44])=[CH:41][C:31]4[O:30][C:29]([C:26]5[CH:27]=[CH:28][C:23]([F:22])=[CH:24][CH:25]=5)=[C:33]([C:34]([NH:36][CH3:37])=[O:35])[C:32]=4[CH:38]=3)[CH:7]=1)[NH:9]2, predict the reactants needed to synthesize it. The reactants are: Cl[C:2]1[CH:7]=[C:6]([C:8]2[NH:9][C:10]3[C:15]([CH:16]=2)=[C:14]([F:17])[CH:13]=[CH:12][CH:11]=3)[C:5]([CH:18]=[C:19]([CH3:21])[CH3:20])=[CH:4][N:3]=1.[F:22][C:23]1[CH:28]=[CH:27][C:26]([C:29]2[O:30][C:31]3[CH:41]=[C:40]([N:42]([CH3:47])[S:43]([CH3:46])(=[O:45])=[O:44])[C:39](B4OC(C)(C)C(C)(C)O4)=[CH:38][C:32]=3[C:33]=2[C:34]([NH:36][CH3:37])=[O:35])=[CH:25][CH:24]=1.CC(C1C=C(C(C)C)C(C2C=CC=CC=2P(C2CCCCC2)C2CCCCC2)=C(C(C)C)C=1)C.[O-]P([O-])([O-])=O.[K+].[K+].[K+].